From a dataset of Reaction yield outcomes from USPTO patents with 853,638 reactions. Predict the reaction yield, written as a fraction of the theoretical maximum amount of product (1.0 means a 100% yield; for example, 0.34 means a 34% yield). (1) The reactants are [S:1]1[CH:5]=[CH:4][CH:3]=[C:2]1[CH2:6]C(O)=O.C([N:12]([CH2:15]C)CC)C.C1(P(N=[N+]=[N-])(C2C=CC=CC=2)=[O:24])C=CC=CC=1. The catalyst is C1(C)C=CC=CC=1. The product is [S:1]1[CH:5]=[CH:4][CH:3]=[C:2]1[CH2:6][N:12]=[C:15]=[O:24]. The yield is 0.120. (2) The reactants are [C:1]1([O:7][CH3:8])[CH:6]=[CH:5][CH:4]=[CH:3][CH:2]=1.[CH3:9][O:10][C:11]1[CH:16]=[CH:15][C:14]([O:17][CH3:18])=[CH:13][C:12]=1[CH2:19][C:20](Cl)=[O:21].[Al+3].[Cl-].[Cl-].[Cl-]. The catalyst is ClC(Cl)C. The product is [CH3:9][O:10][C:11]1[CH:16]=[CH:15][C:14]([O:17][CH3:18])=[CH:13][C:12]=1[CH2:19][C:20]([C:4]1[CH:5]=[CH:6][C:1]([O:7][CH3:8])=[CH:2][CH:3]=1)=[O:21]. The yield is 0.580. (3) The reactants are [OH:1][B:2]1[C:6]2[CH:7]=[C:8]([OH:12])[CH:9]=[C:10]([CH3:11])[C:5]=2[CH:4]([CH2:13][C:14]([O:16][C:17]([CH3:20])([CH3:19])[CH3:18])=[O:15])[O:3]1.[H-].[Na+].I[CH2:24][C:25]#[N:26]. The catalyst is CN(C=O)C. The product is [C:25]([CH2:24][O:12][C:8]1[CH:9]=[C:10]([CH3:11])[C:5]2[CH:4]([CH2:13][C:14]([O:16][C:17]([CH3:20])([CH3:19])[CH3:18])=[O:15])[O:3][B:2]([OH:1])[C:6]=2[CH:7]=1)#[N:26]. The yield is 0.210. (4) The reactants are C1(P(C2C=CC=CC=2)C2C=CC=CC=2)C=CC=CC=1.N(C(OCC)=O)=NC(OCC)=O.[Cl:32][CH2:33][CH2:34][C@H:35]([C:37]1[CH:42]=[CH:41][CH:40]=[CH:39][CH:38]=1)O.[C:43]1(=[O:53])[NH:47][C:46](=[O:48])[C:45]2=[CH:49][CH:50]=[CH:51][CH:52]=[C:44]12. The catalyst is C1COCC1. The product is [Cl:32][CH2:33][CH2:34][C@H:35]([N:47]1[C:43](=[O:53])[C:44]2[C:45](=[CH:49][CH:50]=[CH:51][CH:52]=2)[C:46]1=[O:48])[C:37]1[CH:42]=[CH:41][CH:40]=[CH:39][CH:38]=1. The yield is 0.740. (5) The reactants are [CH3:1][O:2][CH2:3][CH2:4]Br.C(=O)([O-])[O-].[Cs+].[Cs+].[Cl:12][C:13]1[CH:14]=[C:15]([OH:20])[CH:16]=[N:17][C:18]=1[Cl:19].O.[Cl-].[NH4+]. The product is [Cl:19][C:18]1[C:13]([Cl:12])=[CH:14][C:15]([O:20][CH2:4][CH2:3][O:2][CH3:1])=[CH:16][N:17]=1. The yield is 0.850. The catalyst is C(OCC)(=O)C.CN(C)C(=O)C. (6) The reactants are Br[C:2]1[CH:7]=[CH:6][C:5]([O:8][CH2:9][C:10]2[CH:15]=[CH:14][CH:13]=[CH:12][CH:11]=2)=[CH:4][CH:3]=1.C([Li])CCC.[O:21]=[C:22]1[N:26]([C:27]([O:29][C:30]([CH3:33])([CH3:32])[CH3:31])=[O:28])[C@H:25]([C:34]([O:36][CH3:37])=[O:35])[CH2:24][CH2:23]1. The catalyst is C1COCC1. The product is [CH3:33][C:30]([O:29][C:27]([NH:26][C@@H:25]([CH2:24][CH2:23][C:22](=[O:21])[C:2]1[CH:7]=[CH:6][C:5]([O:8][CH2:9][C:10]2[CH:15]=[CH:14][CH:13]=[CH:12][CH:11]=2)=[CH:4][CH:3]=1)[C:34]([O:36][CH3:37])=[O:35])=[O:28])([CH3:31])[CH3:32]. The yield is 0.320.